Dataset: Full USPTO retrosynthesis dataset with 1.9M reactions from patents (1976-2016). Task: Predict the reactants needed to synthesize the given product. (1) Given the product [CH2:49]([O:48][C@@H:45]1[CH2:44][CH2:43][C@H:42]([C:34]2[CH:33]=[CH:32][C:31]([NH:30][C:2]3[C:7]([C:8]([F:11])([F:9])[F:10])=[CH:6][N:5]=[C:4]([NH:12][C:13]4[CH:27]=[CH:26][C:16]([CH2:17][P:18](=[O:25])([O:22][CH2:23][CH3:24])[O:19][CH2:20][CH3:21])=[CH:15][C:14]=4[O:28][CH3:29])[N:3]=3)=[C:39]3[C:35]=2[CH2:36][N:37]([CH3:41])[C:38]3=[O:40])[CH2:47][CH2:46]1)[CH3:50], predict the reactants needed to synthesize it. The reactants are: Cl[C:2]1[C:7]([C:8]([F:11])([F:10])[F:9])=[CH:6][N:5]=[C:4]([NH:12][C:13]2[CH:27]=[CH:26][C:16]([CH2:17][P:18](=[O:25])([O:22][CH2:23][CH3:24])[O:19][CH2:20][CH3:21])=[CH:15][C:14]=2[O:28][CH3:29])[N:3]=1.[NH2:30][C:31]1[CH:32]=[CH:33][C:34]([C@H:42]2[CH2:47][CH2:46][C@@H:45]([O:48][CH2:49][CH3:50])[CH2:44][CH2:43]2)=[C:35]2[C:39]=1[C:38](=[O:40])[N:37]([CH3:41])[CH2:36]2. (2) Given the product [CH3:3][CH:2]([O:4][C:5]1[CH:6]=[C:7]([CH:12]=[C:13]([O:15][CH2:16][C:17]2[CH:18]=[CH:19][CH:20]=[CH:21][CH:22]=2)[CH:14]=1)[C:8]([OH:10])=[O:9])[CH3:1], predict the reactants needed to synthesize it. The reactants are: [CH3:1][CH:2]([O:4][C:5]1[CH:6]=[C:7]([CH:12]=[C:13]([O:15][CH2:16][C:17]2[CH:22]=[CH:21][CH:20]=[CH:19][CH:18]=2)[CH:14]=1)[C:8]([O:10]C)=[O:9])[CH3:3].C1COCC1.[OH-].[Na+]. (3) Given the product [Br:14][CH2:11][CH2:10][CH2:9][C:3]1[C:2]([CH3:1])=[CH:7][CH:6]=[CH:5][C:4]=1[CH3:8], predict the reactants needed to synthesize it. The reactants are: [CH3:1][C:2]1[CH:7]=[CH:6][CH:5]=[C:4]([CH3:8])[C:3]=1[CH2:9][CH2:10][CH2:11]O.C(Br)(Br)(Br)[Br:14].C1C=CC(P(C2C=CC=CC=2)C2C=CC=CC=2)=CC=1. (4) Given the product [F:1][C:2]1[C:7]([OH:8])=[CH:6][CH:5]=[C:4]([N+:9]([O-:11])=[O:10])[C:3]=1[CH2:12][C:20](=[O:22])[CH3:21], predict the reactants needed to synthesize it. The reactants are: [F:1][C:2]1[C:7]([OH:8])=[CH:6][CH:5]=[C:4]([N+:9]([O-:11])=[O:10])[C:3]=1[CH:12]([C:20](=[O:22])[CH3:21])C(OC(C)(C)C)=O.FC(F)(F)C(O)=O. (5) Given the product [C:28]([O:17][CH:13]([NH:14][CH2:15][CH3:16])[CH2:12][C:11]1[CH:18]=[CH:19][C:8]([CH2:1][C:2]2[CH:3]=[CH:4][CH:5]=[CH:6][CH:7]=2)=[CH:9][CH:10]=1)(=[O:27])[CH:29]=[CH2:30], predict the reactants needed to synthesize it. The reactants are: [CH2:1]([C:8]1[CH:19]=[CH:18][C:11]([CH2:12][CH:13]([OH:17])[NH:14][CH2:15][CH3:16])=[CH:10][CH:9]=1)[C:2]1[CH:7]=[CH:6][CH:5]=[CH:4][CH:3]=1.C(N(CC)CC)C.[O:27]1C[CH2:30][CH2:29][CH2:28]1.C([O-])(=O)C=C.[Cl-]. (6) The reactants are: [NH2:1][CH2:2][C:3]1[CH:8]=[C:7]([OH:9])[C:6]([O:10][CH2:11][CH2:12][CH3:13])=[CH:5][N:4]=1.CO[CH:16]=[C:17]1[C:26]2[C:21](=[CH:22][CH:23]=[C:24]([I:27])[CH:25]=2)[C:20](=[O:28])[NH:19][C:18]1=[O:29]. Given the product [OH:9][C:7]1[C:6]([O:10][CH2:11][CH2:12][CH3:13])=[CH:5][N:4]=[C:3]([CH2:2][NH:1][CH:16]=[C:17]2[C:26]3[C:21](=[CH:22][CH:23]=[C:24]([I:27])[CH:25]=3)[C:20](=[O:28])[NH:19][C:18]2=[O:29])[CH:8]=1, predict the reactants needed to synthesize it.